This data is from Reaction yield outcomes from USPTO patents with 853,638 reactions. The task is: Predict the reaction yield, written as a fraction of the theoretical maximum amount of product (1.0 means a 100% yield; for example, 0.34 means a 34% yield). The reactants are [CH:1]([C:4]1[CH:9]=[CH:8][C:7]([CH:10]=[C:11]([CH3:17])[C:12](OCC)=[O:13])=[CH:6][CH:5]=1)([CH3:3])[CH3:2].[Cl-].[Ce+3].[Cl-].[Cl-].[H-].[Al+3].[Li+].[H-].[H-].[H-].O. The catalyst is O1CCCC1. The product is [CH:1]([C:4]1[CH:5]=[CH:6][C:7]([CH:10]=[C:11]([CH3:17])[CH2:12][OH:13])=[CH:8][CH:9]=1)([CH3:3])[CH3:2]. The yield is 0.860.